The task is: Regression/Classification. Given a drug SMILES string, predict its absorption, distribution, metabolism, or excretion properties. Task type varies by dataset: regression for continuous measurements (e.g., permeability, clearance, half-life) or binary classification for categorical outcomes (e.g., BBB penetration, CYP inhibition). Dataset: cyp1a2_veith.. This data is from CYP1A2 inhibition data for predicting drug metabolism from PubChem BioAssay. (1) The molecule is O=S(=O)(c1ccccc1)N1CCC2(CCN(c3ncccn3)CC2)CC1. The result is 0 (non-inhibitor). (2) The compound is CCOc1c(Cl)cc(C(=O)Nc2ccccc2-c2ccccc2)cc1Cl. The result is 1 (inhibitor).